Dataset: Catalyst prediction with 721,799 reactions and 888 catalyst types from USPTO. Task: Predict which catalyst facilitates the given reaction. (1) Reactant: [C:1]1(C)[CH:6]=CC(S(O)(=O)=O)=C[CH:2]=1.COC(OC)(C)C.[CH2:19]([O:22][C:23](=[O:36])[NH:24][C:25]1[S:26][CH:27]=[C:28]([CH:30]([OH:35])[C:31]([OH:34])([CH3:33])[CH3:32])[N:29]=1)[CH:20]=[CH2:21].C(=O)(O)[O-].[Na+]. Product: [CH2:19]([O:22][C:23](=[O:36])[NH:24][C:25]1[S:26][CH:27]=[C:28]([CH:30]2[C:31]([CH3:32])([CH3:33])[O:34][C:1]([CH3:6])([CH3:2])[O:35]2)[N:29]=1)[CH:20]=[CH2:21]. The catalyst class is: 13. (2) Product: [CH3:25][N:23]([CH3:24])[C:22]([C:12]1[N:11]([C:27]2[CH:28]=[CH:29][C:30]([O:33][CH2:34][CH2:35][CH2:36][N:37]3[CH2:38][CH2:39][O:40][CH2:41][CH2:42]3)=[CH:31][CH:32]=2)[C:10]([C:43]([O:45][CH2:46][CH3:47])=[O:44])=[C:9]([OH:8])[C:13]=1[OH:14])=[O:26]. Reactant: C([O:8][C:9]1[C:13]([O:14]CC2C=CC=CC=2)=[C:12]([C:22](=[O:26])[N:23]([CH3:25])[CH3:24])[N:11]([C:27]2[CH:32]=[CH:31][C:30]([O:33][CH2:34][CH2:35][CH2:36][N:37]3[CH2:42][CH2:41][O:40][CH2:39][CH2:38]3)=[CH:29][CH:28]=2)[C:10]=1[C:43]([O:45][CH2:46][CH3:47])=[O:44])C1C=CC=CC=1. The catalyst class is: 19. (3) Reactant: [CH2:1]([O:3][C:4]([C:6]1([C:11]2[N:12]=[C:13](Cl)[C:14]3[N:15]([C:17](=[O:24])[N:18]([C:20]([CH3:23])([CH3:22])[CH3:21])[N:19]=3)[CH:16]=2)[CH2:10][CH2:9][CH2:8][CH2:7]1)=[O:5])[CH3:2].[CH:26]([NH2:29])([CH3:28])[CH3:27]. Product: [CH2:1]([O:3][C:4]([C:6]1([C:11]2[N:12]=[C:13]([NH:29][CH:26]([CH3:28])[CH3:27])[C:14]3[N:15]([C:17](=[O:24])[N:18]([C:20]([CH3:23])([CH3:22])[CH3:21])[N:19]=3)[CH:16]=2)[CH2:10][CH2:9][CH2:8][CH2:7]1)=[O:5])[CH3:2]. The catalyst class is: 1. (4) Reactant: Br[C:2]1[CH:7]=[C:6]([O:8][CH2:9][O:10][CH3:11])[CH:5]=[C:4]([Br:12])[CH:3]=1.C([Li])CCC.[CH:18]([S:21][S:21][CH:18]([CH3:20])[CH3:19])([CH3:20])[CH3:19].[Cl-].[NH4+]. Product: [Br:12][C:4]1[CH:5]=[C:6]([O:8][CH2:9][O:10][CH3:11])[CH:7]=[C:2]([S:21][CH:18]([CH3:20])[CH3:19])[CH:3]=1. The catalyst class is: 605. (5) Reactant: [NH:1]1[CH:5]=[C:4]([C:6]2[CH:7]=[C:8]([CH:12]=[CH:13][CH:14]=2)[C:9]([NH2:11])=[O:10])[N:3]=[CH:2]1.[H-].[Na+].Cl[C:18]([N:20]([CH3:34])[CH:21]1[CH2:26][CH2:25][N:24]([C:27]([O:29][C:30]([CH3:33])([CH3:32])[CH3:31])=[O:28])[CH2:23][CH2:22]1)=[O:19]. Product: [C:9]([C:8]1[CH:7]=[C:6]([C:4]2[N:3]=[CH:2][N:1]([C:18]([N:20]([CH:21]3[CH2:26][CH2:25][N:24]([C:27]([O:29][C:30]([CH3:33])([CH3:32])[CH3:31])=[O:28])[CH2:23][CH2:22]3)[CH3:34])=[O:19])[CH:5]=2)[CH:14]=[CH:13][CH:12]=1)(=[O:10])[NH2:11]. The catalyst class is: 9.